This data is from Full USPTO retrosynthesis dataset with 1.9M reactions from patents (1976-2016). The task is: Predict the reactants needed to synthesize the given product. Given the product [Br:1][C:2]1[CH:10]=[CH:9][C:8]2[C:4](=[CH:5][N:6]([CH3:20])[N:7]=2)[C:3]=1[C:11]([O:13][CH3:14])=[O:12], predict the reactants needed to synthesize it. The reactants are: [Br:1][C:2]1[CH:10]=[CH:9][C:8]2[NH:7][N:6]=[CH:5][C:4]=2[C:3]=1[C:11]([O:13][CH3:14])=[O:12].F[B-](F)(F)F.[CH3:20][O+](C)C.